This data is from Catalyst prediction with 721,799 reactions and 888 catalyst types from USPTO. The task is: Predict which catalyst facilitates the given reaction. (1) Reactant: [Cl-].[Al+3].[Cl-].[Cl-].[CH3:5][O:6][C:7]1[CH:8]=[C:9]2[C:14](=[CH:15][CH:16]=1)[N:13]([CH3:17])[C:12](=[O:18])[CH2:11][C:10]2([CH3:20])[CH3:19].[CH3:21][O:22]C(Cl)Cl. Product: [CH3:5][O:6][C:7]1[CH:8]=[C:9]2[C:14](=[CH:15][C:16]=1[CH:21]=[O:22])[N:13]([CH3:17])[C:12](=[O:18])[CH2:11][C:10]2([CH3:20])[CH3:19]. The catalyst class is: 2. (2) Reactant: [CH2:1]([O:5][C:6]1[C:7]2[C:14](/[CH:15]=[CH:16]/[C:17]([OH:19])=O)=[CH:13][NH:12][C:8]=2[N:9]=[CH:10][N:11]=1)[CH:2]([CH3:4])[CH3:3].[CH:20]([N:23](C(C)C)CC)(C)C.CN(C(ON1N=NC2C=CC=NC1=2)=[N+](C)C)C.F[P-](F)(F)(F)(F)F.CN.C1COCC1. Product: [CH2:1]([O:5][C:6]1[C:7]2[C:14](/[CH:15]=[CH:16]/[C:17]([NH:23][CH3:20])=[O:19])=[CH:13][NH:12][C:8]=2[N:9]=[CH:10][N:11]=1)[CH:2]([CH3:3])[CH3:4]. The catalyst class is: 3. (3) Reactant: [Cl:1][C:2]1[CH:3]=[CH:4][C:5]2[N:11]([CH2:12][C:13]([CH3:17])([CH3:16])[CH2:14][OH:15])[C:10](=[O:18])[C@@H:9]([CH2:19][C:20]([NH:22][CH2:23][C:24]3[CH:32]=[CH:31][C:27]([C:28]([OH:30])=[O:29])=[CH:26][CH:25]=3)=[O:21])[O:8][C@H:7]([C:33]3[CH:38]=[CH:37][CH:36]=[C:35]([O:39][CH3:40])[C:34]=3[O:41][CH3:42])[C:6]=2[CH:43]=1.N1C=CC=CC=1.[C:50](OCC)(=[O:52])[CH3:51].C(Cl)(=O)C. Product: [C:50]([O:15][CH2:14][C:13]([CH3:17])([CH3:16])[CH2:12][N:11]1[C:5]2[CH:4]=[CH:3][C:2]([Cl:1])=[CH:43][C:6]=2[C@@H:7]([C:33]2[CH:38]=[CH:37][CH:36]=[C:35]([O:39][CH3:40])[C:34]=2[O:41][CH3:42])[O:8][C@H:9]([CH2:19][C:20]([NH:22][CH2:23][C:24]2[CH:32]=[CH:31][C:27]([C:28]([OH:30])=[O:29])=[CH:26][CH:25]=2)=[O:21])[C:10]1=[O:18])(=[O:52])[CH3:51]. The catalyst class is: 6.